From a dataset of Full USPTO retrosynthesis dataset with 1.9M reactions from patents (1976-2016). Predict the reactants needed to synthesize the given product. (1) Given the product [CH2:64]([O:66][C:67](=[O:75])[C:68]1[CH:73]=[CH:72][CH:71]=[C:70]([NH:74][C:2]2[CH:7]=[CH:6][C:5]([C:8]([F:11])([F:10])[F:9])=[CH:4][CH:3]=2)[CH:69]=1)[CH3:65], predict the reactants needed to synthesize it. The reactants are: Br[C:2]1[CH:7]=[CH:6][C:5]([C:8]([F:11])([F:10])[F:9])=[CH:4][CH:3]=1.C([O-])([O-])=O.[Cs+].[Cs+].C1C=CC(P(C2C(C3C(P(C4C=CC=CC=4)C4C=CC=CC=4)=CC=C4C=3C=CC=C4)=C3C(C=CC=C3)=CC=2)C2C=CC=CC=2)=CC=1.[CH2:64]([O:66][C:67](=[O:75])[C:68]1[CH:73]=[CH:72][CH:71]=[C:70]([NH2:74])[CH:69]=1)[CH3:65]. (2) Given the product [Br:22][C:23]1[CH:24]=[C:25]([CH2:31][NH:1][CH:2]2[CH2:3][CH2:4][N:5]([CH2:8][CH2:9][N:10]3[C:19]4[C:14](=[N:15][CH:16]=[C:17]([F:20])[CH:18]=4)[CH:13]=[CH:12][C:11]3=[O:21])[CH2:6][CH2:7]2)[CH:26]=[N:27][C:28]=1[CH2:29][OH:30], predict the reactants needed to synthesize it. The reactants are: [NH2:1][CH:2]1[CH2:7][CH2:6][N:5]([CH2:8][CH2:9][N:10]2[C:19]3[C:14](=[N:15][CH:16]=[C:17]([F:20])[CH:18]=3)[CH:13]=[CH:12][C:11]2=[O:21])[CH2:4][CH2:3]1.[Br:22][C:23]1[CH:24]=[C:25]([CH:31]=O)[CH:26]=[N:27][C:28]=1[CH2:29][OH:30].C(O[BH-](OC(=O)C)OC(=O)C)(=O)C.[Na+].C([O-])(O)=O.[Na+]. (3) Given the product [O:33]=[C:31]([NH:79][CH2:78][CH2:77][O:76][CH2:75][CH2:74][O:73][CH2:72][CH2:71][O:70][CH2:69][CH2:68][O:67][CH2:66][C:65]([O:64][C:60]([CH3:63])([CH3:62])[CH3:61])=[O:80])[CH2:30][O:29][C:28]1[CH:27]=[CH:26][C:25]([O:24][CH2:23][CH2:22][O:21][CH2:20][CH2:19][O:18][CH2:17][CH2:16][O:15][CH2:14][CH2:13][CH2:12][CH2:11][CH2:10][CH2:9][CH2:8][CH2:7][CH2:6][CH2:5][CH2:4][S:3][C:2](=[O:1])[CH3:36])=[CH:35][CH:34]=1, predict the reactants needed to synthesize it. The reactants are: [O:1]=[C:2]([CH3:36])[S:3][CH2:4][CH2:5][CH2:6][CH2:7][CH2:8][CH2:9][CH2:10][CH2:11][CH2:12][CH2:13][CH2:14][O:15][CH2:16][CH2:17][O:18][CH2:19][CH2:20][O:21][CH2:22][CH2:23][O:24][C:25]1[CH:35]=[CH:34][C:28]([O:29][CH2:30][C:31]([OH:33])=O)=[CH:27][CH:26]=1.ON1C(=O)CCC1=O.C1(N=C=NC2CCCCC2)CCCCC1.[C:60]([O:64][C:65](=[O:80])[CH2:66][O:67][CH2:68][CH2:69][O:70][CH2:71][CH2:72][O:73][CH2:74][CH2:75][O:76][CH2:77][CH2:78][NH2:79])([CH3:63])([CH3:62])[CH3:61].C(N(CC)CC)C. (4) Given the product [CH:1]([C:4]1[O:8][C:7]([C:9]2[CH:14]=[CH:13][C:12]([CH3:15])=[CH:11][CH:10]=2)=[N:6][C:5]=1[CH2:16][OH:17])([CH3:3])[CH3:2], predict the reactants needed to synthesize it. The reactants are: [CH:1]([C:4]1[O:8][C:7]([C:9]2[CH:14]=[CH:13][C:12]([CH3:15])=[CH:11][CH:10]=2)=[N:6][C:5]=1[C:16](OCC)=[O:17])([CH3:3])[CH3:2].[H-].[Al+3].[Li+].[H-].[H-].[H-].Cl.